From a dataset of Catalyst prediction with 721,799 reactions and 888 catalyst types from USPTO. Predict which catalyst facilitates the given reaction. (1) Reactant: [N:1]1[C:10]2[C:5](=[CH:6][N:7]=[CH:8][CH:9]=2)[CH:4]=[CH:3][C:2]=1[C:11]([OH:13])=O.CN(C(ON1N=NC2C=CC=NC1=2)=[N+](C)C)C.F[P-](F)(F)(F)(F)F.Cl.[Br:39][C:40]1[CH:45]=[CH:44][C:43]([C@@H:46]2[CH2:50][CH2:49][CH2:48][NH:47]2)=[CH:42][CH:41]=1.CCN(C(C)C)C(C)C. Product: [Br:39][C:40]1[CH:41]=[CH:42][C:43]([C@@H:46]2[CH2:50][CH2:49][CH2:48][N:47]2[C:11]([C:2]2[CH:3]=[CH:4][C:5]3[C:10](=[CH:9][CH:8]=[N:7][CH:6]=3)[N:1]=2)=[O:13])=[CH:44][CH:45]=1. The catalyst class is: 3. (2) Reactant: C([O-])=O.[NH4+].C([N:12]1[CH2:17][CH2:16][C:15]2([C:25]3[C:20](=[CH:21][CH:22]=[CH:23][C:24]=3[CH2:26][NH:27][CH:28]([CH3:30])[CH3:29])[N:19]([C:31]3[C:32]4[C@H:39]([CH2:40][CH3:41])[CH2:38][CH2:37][C:33]=4[N:34]=[CH:35][N:36]=3)[CH2:18]2)[CH2:14][CH2:13]1)C1C=CC=CC=1. Product: [CH2:40]([C@H:39]1[C:32]2[C:31]([N:19]3[C:20]4[C:25](=[C:24]([CH2:26][NH:27][CH:28]([CH3:29])[CH3:30])[CH:23]=[CH:22][CH:21]=4)[C:15]4([CH2:16][CH2:17][NH:12][CH2:13][CH2:14]4)[CH2:18]3)=[N:36][CH:35]=[N:34][C:33]=2[CH2:37][CH2:38]1)[CH3:41]. The catalyst class is: 19. (3) Reactant: [CH3:1][CH2:2][N:3]([CH:7]([CH3:9])C)[CH:4]([CH3:6])[CH3:5].FC(F)(F)C(O)=[O:13].FC(F)(F)C(O)=O.FC(F)(F)C(O)=O.O1CC(N2CC[CH:38]([N:41]3[CH2:44][C:43]4([CH2:47][NH:46][CH2:45]4)[CH2:42]3)CC2)C1.Cl[C:49]1([C:61]2[CH:66]=[C:65]([O:67][CH3:68])[CH:64]=[CH:63][C:62]=2[O:69][CH2:70][CH3:71])[C:57]2[C:52](=[CH:53][CH:54]=[C:55]([C:58]#[N:59])[CH:56]=2)[NH:51][C:50]1=[O:60].C([O-])([O-])=O.[K+].[K+]. Product: [CH2:70]([O:69][C:62]1[CH:63]=[CH:64][C:65]([O:67][CH3:68])=[CH:66][C:61]=1[C:49]1([N:46]2[CH2:47][C:43]3([CH2:44][N:41]([CH:38]4[CH2:1][CH2:2][N:3]([CH:4]5[CH2:5][O:13][CH2:6]5)[CH2:7][CH2:9]4)[CH2:42]3)[CH2:45]2)[C:57]2[C:52](=[CH:53][CH:54]=[C:55]([C:58]#[N:59])[CH:56]=2)[NH:51][C:50]1=[O:60])[CH3:71]. The catalyst class is: 2.